Task: Predict the reaction yield, written as a fraction of the theoretical maximum amount of product (1.0 means a 100% yield; for example, 0.34 means a 34% yield).. Dataset: Reaction yield outcomes from USPTO patents with 853,638 reactions (1) The reactants are [CH3:1][O:2][C:3]1[CH:4]=[C:5]2[C:9](=[CH:10][CH:11]=1)[NH:8][C:7]([CH3:12])=[C:6]2[CH2:13][C:14]([NH:16][C@H:17]([C:33]1[NH:34][C:35]([C:38]2[CH:47]=[CH:46][C:45]3[C:40](=[CH:41][CH:42]=[CH:43][CH:44]=3)[CH:39]=2)=[CH:36][N:37]=1)[CH2:18][CH2:19][CH2:20][CH2:21][NH:22]C(=O)OCC1C=CC=CC=1)=[O:15]. The catalyst is CO.[Pd]. The product is [NH2:22][CH2:21][CH2:20][CH2:19][CH2:18][C@H:17]([NH:16][C:14](=[O:15])[CH2:13][C:6]1[C:5]2[C:9](=[CH:10][CH:11]=[C:3]([O:2][CH3:1])[CH:4]=2)[NH:8][C:7]=1[CH3:12])[C:33]1[NH:34][C:35]([C:38]2[CH:47]=[CH:46][C:45]3[C:40](=[CH:41][CH:42]=[CH:43][CH:44]=3)[CH:39]=2)=[CH:36][N:37]=1. The yield is 0.940. (2) The reactants are Br[C:2]1[CH:7]=[C:6]([NH:8][C:9](=[O:12])[CH2:10][CH3:11])[CH:5]=[CH:4][N:3]=1.C(=O)([O-])[O-].[K+].[K+].[Cl:19][C:20]1[C:40](B(O)O)=[CH:39][C:23]2[CH2:24][C:25]([C:31]3[CH:36]=[C:35]([Cl:37])[CH:34]=[C:33]([Cl:38])[CH:32]=3)([C:27]([F:30])([F:29])[F:28])[O:26][C:22]=2[CH:21]=1. The product is [Cl:19][C:20]1[C:40]([C:2]2[CH:7]=[C:6]([NH:8][C:9](=[O:12])[CH2:10][CH3:11])[CH:5]=[CH:4][N:3]=2)=[CH:39][C:23]2[CH2:24][C:25]([C:31]3[CH:36]=[C:35]([Cl:37])[CH:34]=[C:33]([Cl:38])[CH:32]=3)([C:27]([F:29])([F:30])[F:28])[O:26][C:22]=2[CH:21]=1. The yield is 0.650. The catalyst is COCCOC.O.C1C=CC([P]([Pd]([P](C2C=CC=CC=2)(C2C=CC=CC=2)C2C=CC=CC=2)([P](C2C=CC=CC=2)(C2C=CC=CC=2)C2C=CC=CC=2)[P](C2C=CC=CC=2)(C2C=CC=CC=2)C2C=CC=CC=2)(C2C=CC=CC=2)C2C=CC=CC=2)=CC=1.